From a dataset of Full USPTO retrosynthesis dataset with 1.9M reactions from patents (1976-2016). Predict the reactants needed to synthesize the given product. Given the product [ClH:29].[Cl:29][C:28]1[CH:27]=[CH:26][CH:25]=[C:24]([Cl:30])[C:23]=1[CH2:22][O:21][C:18]1[CH:17]=[CH:16][C:15]([CH:11]2[O:12][CH2:13][CH2:14][N:9]([CH2:8][CH2:7][C:6]([OH:31])=[O:5])[CH2:10]2)=[CH:20][CH:19]=1, predict the reactants needed to synthesize it. The reactants are: C([O:5][C:6](=[O:31])[CH2:7][CH2:8][N:9]1[CH2:14][CH2:13][O:12][CH:11]([C:15]2[CH:20]=[CH:19][C:18]([O:21][CH2:22][C:23]3[C:28]([Cl:29])=[CH:27][CH:26]=[CH:25][C:24]=3[Cl:30])=[CH:17][CH:16]=2)[CH2:10]1)(C)(C)C.O1CCOCC1.